Dataset: Forward reaction prediction with 1.9M reactions from USPTO patents (1976-2016). Task: Predict the product of the given reaction. (1) The product is: [F:1][C:2]1[CH:3]=[C:4]([C:9]2[N:10]=[C:11]3[CH2:26][CH2:25][CH2:24][N:23]([CH2:28][CH2:29][CH2:30][CH2:31][CH2:32][CH2:33][C:34]([O:36][CH2:37][CH3:38])=[O:35])[C:12]3=[N:13][C:14]=2[C:15]2[CH:20]=[CH:19][C:18]([CH3:21])=[C:17]([F:22])[CH:16]=2)[CH:5]=[CH:6][C:7]=1[CH3:8]. Given the reactants [F:1][C:2]1[CH:3]=[C:4]([C:9]2[N:10]=[C:11]3[CH2:26][CH2:25][CH2:24][NH:23][C:12]3=[N:13][C:14]=2[C:15]2[CH:20]=[CH:19][C:18]([CH3:21])=[C:17]([F:22])[CH:16]=2)[CH:5]=[CH:6][C:7]=1[CH3:8].O=[CH:28][CH2:29][CH2:30][CH2:31][CH2:32][CH2:33][C:34]([O:36][CH2:37][CH3:38])=[O:35].C(N(CC)CC)C.C(O[BH-](OC(=O)C)OC(=O)C)(=O)C.[Na+], predict the reaction product. (2) Given the reactants [CH:1]1([C:6](Cl)=[O:7])[CH2:5][CH2:4][CH2:3][CH2:2]1.FC(F)(F)C(O)=O.[CH3:16][O:17][C:18]1[C:32]([N+:33]([O-:35])=[O:34])=[CH:31][C:21]2[CH2:22][C@@H:23]3[C@H:28]([CH3:29])[C@:27]([CH3:30])([C:20]=2[C:19]=1[N+:36]([O-:38])=[O:37])[CH2:26][CH2:25][NH:24]3.C([O-])([O-])=O.[Na+].[Na+], predict the reaction product. The product is: [CH:1]1([C:6]([N:24]2[CH2:25][CH2:26][C@:27]3([CH3:30])[C@@H:28]([CH3:29])[C@H:23]2[CH2:22][C:21]2[CH:31]=[C:32]([N+:33]([O-:35])=[O:34])[C:18]([O:17][CH3:16])=[C:19]([N+:36]([O-:38])=[O:37])[C:20]=23)=[O:7])[CH2:5][CH2:4][CH2:3][CH2:2]1.